From a dataset of Forward reaction prediction with 1.9M reactions from USPTO patents (1976-2016). Predict the product of the given reaction. (1) Given the reactants OS(O)(=O)=O.O=P12OP3(OP(OP(O3)(O1)=O)(=O)O2)=O.[F:20][C:21]1[CH:22]=[C:23]([C:27]2([C:33]([CH:35]([C:41]([O:43][CH2:44][CH3:45])=[O:42])[C:36]([O:38]CC)=O)=[O:34])[CH2:32][CH2:31][O:30][CH2:29][CH2:28]2)[CH:24]=[CH:25][CH:26]=1, predict the reaction product. The product is: [F:20][C:21]1[CH:22]=[C:23]2[C:24]([C:36]([OH:38])=[C:35]([C:41]([O:43][CH2:44][CH3:45])=[O:42])[C:33](=[O:34])[C:27]32[CH2:32][CH2:31][O:30][CH2:29][CH2:28]3)=[CH:25][CH:26]=1. (2) The product is: [O:29]=[C:5]1[NH:4][C:3]([CH2:2][C:30]#[N:31])=[N:8][C:7]2[N:9]=[C:10]([N:12]3[CH2:17][CH2:16][CH:15]([O:18][C:19]4[CH:24]=[CH:23][CH:22]=[CH:21][C:20]=4[C:25]([F:28])([F:27])[F:26])[CH2:14][CH2:13]3)[S:11][C:6]1=2. Given the reactants Cl[CH2:2][C:3]1[NH:4][C:5](=[O:29])[C:6]2[S:11][C:10]([N:12]3[CH2:17][CH2:16][CH:15]([O:18][C:19]4[CH:24]=[CH:23][CH:22]=[CH:21][C:20]=4[C:25]([F:28])([F:27])[F:26])[CH2:14][CH2:13]3)=[N:9][C:7]=2[N:8]=1.[C-:30]#[N:31].[Na+], predict the reaction product.